Predict the product of the given reaction. From a dataset of Forward reaction prediction with 1.9M reactions from USPTO patents (1976-2016). (1) The product is: [Cl:1][C:2]1[N:3]([C@@H:18]2[O:32][C@H:31]([CH2:33][OH:34])[C@@H:20]([OH:21])[CH2:19]2)[C:4]2[C:9]([C:10]=1[C:11]1[O:12][CH:13]=[CH:14][CH:15]=1)=[CH:8][C:7]([Cl:16])=[C:6]([Cl:17])[CH:5]=2. Given the reactants [Cl:1][C:2]1[N:3]([C@@H:18]2[O:32][C@H:31]([CH2:33][O:34]C(C3C(C)=CC=CC=3)=O)[C@@H:20]([O:21]C(C3C(C)=CC=CC=3)=O)[CH2:19]2)[C:4]2[C:9]([C:10]=1[C:11]1[O:12][CH:13]=[CH:14][CH:15]=1)=[CH:8][C:7]([Cl:16])=[C:6]([Cl:17])[CH:5]=2.C[O-].[Na+].CO.C(Cl)(Cl)Cl, predict the reaction product. (2) Given the reactants [CH3:1][C:2]1[CH:6]=[C:5]([NH:7][S:8]([C:11]2[CH:16]=[CH:15][C:14](Br)=[CH:13][CH:12]=2)(=[O:10])=[O:9])[O:4][N:3]=1.[F:18][C:19]([F:30])([F:29])[C:20]1[CH:25]=[CH:24][C:23](B(O)O)=[CH:22][CH:21]=1, predict the reaction product. The product is: [CH3:1][C:2]1[CH:6]=[C:5]([NH:7][S:8]([C:11]2[CH:16]=[CH:15][C:14]([C:23]3[CH:24]=[CH:25][C:20]([C:19]([F:30])([F:29])[F:18])=[CH:21][CH:22]=3)=[CH:13][CH:12]=2)(=[O:10])=[O:9])[O:4][N:3]=1.